Dataset: Reaction yield outcomes from USPTO patents with 853,638 reactions. Task: Predict the reaction yield, written as a fraction of the theoretical maximum amount of product (1.0 means a 100% yield; for example, 0.34 means a 34% yield). (1) The reactants are [Cl:1][C:2]1[CH:10]=[C:6]([C:7]([OH:9])=O)[C:5]([OH:11])=[CH:4][CH:3]=1.[Cl:12][C:13]1[CH:19]=[CH:18][C:16]([NH2:17])=[C:15]([C:20]([F:23])([F:22])[F:21])[CH:14]=1. No catalyst specified. The product is [Cl:12][C:13]1[CH:19]=[CH:18][C:16]([NH:17][C:7](=[O:9])[C:6]2[CH:10]=[C:2]([Cl:1])[CH:3]=[CH:4][C:5]=2[OH:11])=[C:15]([C:20]([F:21])([F:22])[F:23])[CH:14]=1. The yield is 0.215. (2) The reactants are [C:1]([O:5][C:6]([N:8]1[CH2:12][CH:11]([OH:13])[CH2:10][CH:9]1[C:14]([O:16][CH2:17][C:18]([C:20]1[CH:25]=[CH:24][C:23]([Br:26])=[CH:22][CH:21]=1)=[O:19])=[O:15])=[O:7])([CH3:4])([CH3:3])[CH3:2].[F:27][C:28]([F:36])(S(F)(=O)=O)C(O)=O. The catalyst is CC#N.C(OCC)(=O)C. The product is [C:1]([O:5][C:6]([N:8]1[CH2:12][CH:11]([O:13][CH:28]([F:36])[F:27])[CH2:10][CH:9]1[C:14]([O:16][CH2:17][C:18]([C:20]1[CH:25]=[CH:24][C:23]([Br:26])=[CH:22][CH:21]=1)=[O:19])=[O:15])=[O:7])([CH3:4])([CH3:2])[CH3:3]. The yield is 0.610. (3) The reactants are NC1C=CC(OC2C=CN=C3C=C(C4C=CC(O)=CC=4)SC=23)=CC=1.F[C:26]1[CH:27]=[C:28]([NH:49][C:50]([NH:52][C:53](=[O:61])[CH2:54][C:55]2[CH:60]=[CH:59][CH:58]=[CH:57][CH:56]=2)=[S:51])[CH:29]=[CH:30][C:31]=1[O:32][C:33]1[CH:38]=[CH:37][N:36]=[C:35]2[CH:39]=[C:40]([C:42]3[CH:47]=[CH:46][C:45]([OH:48])=[CH:44][CH:43]=3)[S:41][C:34]=12. No catalyst specified. The product is [OH:48][C:45]1[CH:46]=[CH:47][C:42]([C:40]2[S:41][C:34]3[C:35](=[N:36][CH:37]=[CH:38][C:33]=3[O:32][C:31]3[CH:30]=[CH:29][C:28]([NH:49][C:50]([NH:52][C:53](=[O:61])[CH2:54][C:55]4[CH:56]=[CH:57][CH:58]=[CH:59][CH:60]=4)=[S:51])=[CH:27][CH:26]=3)[CH:39]=2)=[CH:43][CH:44]=1. The yield is 0.0300.